Dataset: Reaction yield outcomes from USPTO patents with 853,638 reactions. Task: Predict the reaction yield, written as a fraction of the theoretical maximum amount of product (1.0 means a 100% yield; for example, 0.34 means a 34% yield). (1) The reactants are Br[C:2]1[CH:3]=[C:4]([CH2:8][CH2:9][CH2:10][N:11]2[C:19](=[O:20])[C:18]3[NH:17][C:16]([Cl:21])=[N:15][C:14]=3[N:13]([CH2:22][CH2:23][CH2:24][CH2:25][CH3:26])[C:12]2=[O:27])[CH:5]=[CH:6][CH:7]=1.Cl.CN(C)CC(O)=O.C(=O)([O-])[O-].[Cs+].[Cs+].[Cl:42][C:43]1[CH:44]=[C:45]([OH:49])[CH:46]=[CH:47][CH:48]=1. The catalyst is O1CCOCC1.[Cu]I. The product is [Cl:21][C:16]1[NH:17][C:18]2[C:19](=[O:20])[N:11]([CH2:10][CH2:9][CH2:8][C:4]3[CH:5]=[CH:6][CH:7]=[C:2]([O:49][C:45]4[CH:46]=[CH:47][CH:48]=[C:43]([Cl:42])[CH:44]=4)[CH:3]=3)[C:12](=[O:27])[N:13]([CH2:22][CH2:23][CH2:24][CH2:25][CH3:26])[C:14]=2[N:15]=1. The yield is 0.240. (2) The reactants are O[CH2:2][C:3]1[CH:12]=[N:11][C:10]2[N:9]3[CH2:13][CH2:14][CH2:15][CH2:16][CH:8]3[C:7](=[O:17])[NH:6][C:5]=2[CH:4]=1.[I-].C(C[P+](C)(C)C)#N.C(N(C(C)C)C(C)C)C.Cl.[Cl:36][C:37]1[CH:42]=[CH:41][C:40]([N:43]2[CH2:48][CH2:47][NH:46][CH2:45][CH2:44]2)=[CH:39][CH:38]=1. The catalyst is C(#N)CC.O. The product is [Cl:36][C:37]1[CH:38]=[CH:39][C:40]([N:43]2[CH2:48][CH2:47][N:46]([CH2:2][C:3]3[CH:12]=[N:11][C:10]4[N:9]5[CH2:13][CH2:14][CH2:15][CH2:16][CH:8]5[C:7](=[O:17])[NH:6][C:5]=4[CH:4]=3)[CH2:45][CH2:44]2)=[CH:41][CH:42]=1. The yield is 0.390. (3) The reactants are N[CH2:2][CH2:3][N:4]1[C:12]2[C:7](=[CH:8][CH:9]=[CH:10][CH:11]=2)[C:6]([C:13](=[O:30])[CH:14]([NH:21][C:22]2[CH:27]=[CH:26][CH:25]=[C:24]([O:28][CH3:29])[CH:23]=2)[C:15]2[CH:20]=[CH:19][CH:18]=[CH:17][CH:16]=2)=[CH:5]1.[CH2:31]=O.O.[C:34]([BH3-])#[N:35].[Na+]. The catalyst is C1COCC1.C(#N)C.ClCCl. The product is [CH3:31][N:35]([CH3:34])[CH2:2][CH2:3][N:4]1[C:12]2[C:7](=[CH:8][CH:9]=[CH:10][CH:11]=2)[C:6]([C:13](=[O:30])[CH:14]([NH:21][C:22]2[CH:27]=[CH:26][CH:25]=[C:24]([O:28][CH3:29])[CH:23]=2)[C:15]2[CH:20]=[CH:19][CH:18]=[CH:17][CH:16]=2)=[CH:5]1. The yield is 0.300. (4) The reactants are Cl.[CH3:2][O:3][C:4](=[O:38])[C:5]1[CH:10]=[CH:9][C:8]([O:11][C:12]2[CH:17]=[CH:16][C:15]([CH2:18][C@H:19]([NH2:37])[C:20]3[N:21]([CH2:33][CH2:34][CH2:35][CH3:36])[CH:22]=[C:23]([C:25]4[CH:30]=[CH:29][C:28]([Cl:31])=[CH:27][C:26]=4[Cl:32])[N:24]=3)=[CH:14][CH:13]=2)=[CH:7][CH:6]=1.[C:39]1(=[O:45])[O:44][C:42](=[O:43])[CH2:41][CH2:40]1.CCN(C(C)C)C(C)C.C(O)(=O)CC(CC(O)=O)(C(O)=O)O. The catalyst is CN(C=O)C. The product is [CH3:2][O:3][C:4](=[O:38])[C:5]1[CH:6]=[CH:7][C:8]([O:11][C:12]2[CH:13]=[CH:14][C:15]([CH2:18][C@@H:19]([C:20]3[N:21]([CH2:33][CH2:34][CH2:35][CH3:36])[CH:22]=[C:23]([C:25]4[CH:30]=[CH:29][C:28]([Cl:31])=[CH:27][C:26]=4[Cl:32])[N:24]=3)[NH:37][C:39](=[O:45])[CH2:40][CH2:41][C:42]([OH:44])=[O:43])=[CH:16][CH:17]=2)=[CH:9][CH:10]=1. The yield is 0.810. (5) The reactants are [NH:1]1[C:9]2[C:4](=[CH:5][CH:6]=[CH:7][N:8]=2)[CH:3]=[CH:2]1.[H-].[Na+].[CH3:12][O:13][C:14]1[C:23]2[CH2:22][C@@H:21]([N:24]([CH3:31])[C:25](=[O:30])[C:26]([F:29])([F:28])[F:27])[CH2:20][CH2:19][C:18]=2[C:17]([S:32](Cl)(=[O:34])=[O:33])=[CH:16][CH:15]=1.O. The catalyst is CN(C=O)C. The product is [F:29][C:26]([F:27])([F:28])[C:25]([N:24]([C@H:21]1[CH2:20][CH2:19][C:18]2[C:23](=[C:14]([O:13][CH3:12])[CH:15]=[CH:16][C:17]=2[S:32]([N:1]2[C:9]3=[N:8][CH:7]=[CH:6][CH:5]=[C:4]3[CH:3]=[CH:2]2)(=[O:33])=[O:34])[CH2:22]1)[CH3:31])=[O:30]. The yield is 0.700. (6) The reactants are CN(C)[CH:3]=[CH:4][C:5]([C:7]1[CH:8]=[N:9][CH:10]=[CH:11][CH:12]=1)=O.[N+]([O-])(O)=O.[NH2:18][C:19]([NH2:21])=N.[OH-].[Na+].[CH2:24](O)CCC. No catalyst specified. The product is [N:9]1[CH:10]=[CH:11][CH:12]=[C:7]([C:5]2[CH:4]=[CH:3][N:18]=[C:19]([NH2:21])[CH:24]=2)[CH:8]=1. The yield is 0.850.